The task is: Predict the reactants needed to synthesize the given product.. This data is from Full USPTO retrosynthesis dataset with 1.9M reactions from patents (1976-2016). (1) Given the product [CH3:16][O:17][C:18]([C@@H:20]1[CH2:24][C@@H:23]([OH:25])[CH2:22][N:21]1[C:12]([C:10]1[S:11][C:4]2[C:5](=[N:6][CH:7]=[CH:8][C:3]=2[Cl:2])[CH:9]=1)=[O:14])=[O:19], predict the reactants needed to synthesize it. The reactants are: [Li+].[Cl:2][C:3]1[CH:8]=[CH:7][N:6]=[C:5]2[CH:9]=[C:10]([C:12]([O-:14])=O)[S:11][C:4]=12.Cl.[CH3:16][O:17][C:18]([C@@H:20]1[CH2:24][C@@H:23]([OH:25])[CH2:22][NH:21]1)=[O:19].C1CN([P+](ON2N=NC3C=CC=CC2=3)(N2CCCC2)N2CCCC2)CC1.F[P-](F)(F)(F)(F)F.CCN(C(C)C)C(C)C. (2) Given the product [CH3:23][C:14]1[CH:19]=[CH:18][C:17]([C:20]([N:11]=[C:9]2[N:8]([CH:25]([CH2:30][CH3:31])[C:26]([OH:28])=[O:27])[C:7]3[CH:12]=[C:13]4[O:1][CH2:2][O:3][C:4]4=[CH:5][C:6]=3[S:10]2)=[O:21])=[CH:16][CH:15]=1, predict the reactants needed to synthesize it. The reactants are: [O:1]1[C:13]2[C:4](=[CH:5][C:6]3[S:10][C:9]([NH2:11])=[N:8][C:7]=3[CH:12]=2)[O:3][CH2:2]1.[C:14]1([CH3:23])[CH:19]=[CH:18][C:17]([C:20](Cl)=[O:21])=[CH:16][CH:15]=1.Br[CH:25]([CH2:30][CH3:31])[C:26]([O:28]C)=[O:27].COC1C=CC2N=C(N)SC=2C=1.ClC1C=C(C=CC=1)C(Cl)=O.BrCC(OCC)=O. (3) Given the product [C:11]([N:3]1[CH:4]=[CH:5][N:6]([C:7]([CH3:10])([CH3:9])[CH3:8])[SiH:2]1[CH2:17][CH:16]=[CH2:15])([CH3:14])([CH3:13])[CH3:12], predict the reactants needed to synthesize it. The reactants are: Cl[SiH:2]1[N:6]([C:7]([CH3:10])([CH3:9])[CH3:8])[CH:5]=[CH:4][N:3]1[C:11]([CH3:14])([CH3:13])[CH3:12].[CH3:15][CH2:16][CH2:17]CCC. (4) Given the product [NH2:1][C:2]1[C:10]([CH3:11])=[C:9]([CH3:12])[C:8]([Br:13])=[CH:7][C:3]=1[C:4]([O:6][CH3:14])=[O:5], predict the reactants needed to synthesize it. The reactants are: [NH2:1][C:2]1[C:10]([CH3:11])=[C:9]([CH3:12])[C:8]([Br:13])=[CH:7][C:3]=1[C:4]([OH:6])=[O:5].[C:14](=O)([O-])[O-].[Cs+].[Cs+].CI.O. (5) Given the product [N:39]([CH2:12][C:7]1[CH:8]=[C:9]2[C:4](=[CH:5][CH:6]=1)[N:3]=[C:2]([CH3:1])[CH:11]=[CH:10]2)=[N+:40]=[N-:41], predict the reactants needed to synthesize it. The reactants are: [CH3:1][C:2]1[CH:11]=[CH:10][C:9]2[C:4](=[CH:5][CH:6]=[C:7]([CH2:12]O)[CH:8]=2)[N:3]=1.C1CCN2C(=NCCC2)CC1.C1C=CC(P([N:39]=[N+:40]=[N-:41])(C2C=CC=CC=2)=O)=CC=1.O. (6) Given the product [F:33][C:2]([F:1])([F:32])[S:3]([O:6][C:7]1[CH:8]=[C:9]([C:13]23[CH2:18][CH2:17][C:16]([CH2:21][CH2:22][O:23][CH2:24][C:25]([OH:27])=[O:26])([CH2:19][CH2:20]2)[CH2:15][O:14]3)[CH:10]=[CH:11][CH:12]=1)(=[O:4])=[O:5], predict the reactants needed to synthesize it. The reactants are: [F:1][C:2]([F:33])([F:32])[S:3]([O:6][C:7]1[CH:8]=[C:9]([C:13]23[CH2:20][CH2:19][C:16]([CH2:21][CH2:22][O:23][CH2:24][C:25]([O:27]C(C)(C)C)=[O:26])([CH2:17][CH2:18]2)[CH2:15][O:14]3)[CH:10]=[CH:11][CH:12]=1)(=[O:5])=[O:4].C(O)=O.